Regression. Given two drug SMILES strings and cell line genomic features, predict the synergy score measuring deviation from expected non-interaction effect. From a dataset of NCI-60 drug combinations with 297,098 pairs across 59 cell lines. (1) Drug 1: C1=CN(C(=O)N=C1N)C2C(C(C(O2)CO)O)O.Cl. Drug 2: CC1=C(C(=O)C2=C(C1=O)N3CC4C(C3(C2COC(=O)N)OC)N4)N. Cell line: 786-0. Synergy scores: CSS=34.8, Synergy_ZIP=-9.75, Synergy_Bliss=-0.579, Synergy_Loewe=-0.741, Synergy_HSA=-0.691. (2) Drug 1: C1=CC(=CC=C1C#N)C(C2=CC=C(C=C2)C#N)N3C=NC=N3. Drug 2: CS(=O)(=O)CCNCC1=CC=C(O1)C2=CC3=C(C=C2)N=CN=C3NC4=CC(=C(C=C4)OCC5=CC(=CC=C5)F)Cl. Cell line: HCT-15. Synergy scores: CSS=-3.78, Synergy_ZIP=3.21, Synergy_Bliss=3.61, Synergy_Loewe=-8.60, Synergy_HSA=-8.33. (3) Drug 1: CCC1=C2CN3C(=CC4=C(C3=O)COC(=O)C4(CC)O)C2=NC5=C1C=C(C=C5)O. Drug 2: CC(C)NC(=O)C1=CC=C(C=C1)CNNC.Cl. Cell line: SK-OV-3. Synergy scores: CSS=19.2, Synergy_ZIP=-7.22, Synergy_Bliss=-1.63, Synergy_Loewe=-30.0, Synergy_HSA=-2.14. (4) Drug 1: COC1=C(C=C2C(=C1)N=CN=C2NC3=CC(=C(C=C3)F)Cl)OCCCN4CCOCC4. Drug 2: COCCOC1=C(C=C2C(=C1)C(=NC=N2)NC3=CC=CC(=C3)C#C)OCCOC.Cl. Cell line: BT-549. Synergy scores: CSS=22.5, Synergy_ZIP=-0.139, Synergy_Bliss=5.57, Synergy_Loewe=3.33, Synergy_HSA=4.88. (5) Drug 2: CC1=C2C(C(=O)C3(C(CC4C(C3C(C(C2(C)C)(CC1OC(=O)C(C(C5=CC=CC=C5)NC(=O)OC(C)(C)C)O)O)OC(=O)C6=CC=CC=C6)(CO4)OC(=O)C)O)C)O. Synergy scores: CSS=17.6, Synergy_ZIP=13.0, Synergy_Bliss=14.3, Synergy_Loewe=12.3, Synergy_HSA=14.8. Cell line: U251. Drug 1: CC1CCC2CC(C(=CC=CC=CC(CC(C(=O)C(C(C(=CC(C(=O)CC(OC(=O)C3CCCCN3C(=O)C(=O)C1(O2)O)C(C)CC4CCC(C(C4)OC)O)C)C)O)OC)C)C)C)OC. (6) Drug 1: CC1C(C(CC(O1)OC2CC(OC(C2O)C)OC3=CC4=CC5=C(C(=O)C(C(C5)C(C(=O)C(C(C)O)O)OC)OC6CC(C(C(O6)C)O)OC7CC(C(C(O7)C)O)OC8CC(C(C(O8)C)O)(C)O)C(=C4C(=C3C)O)O)O)O. Drug 2: C1CN(CCN1C(=O)CCBr)C(=O)CCBr. Cell line: 786-0. Synergy scores: CSS=54.2, Synergy_ZIP=-2.61, Synergy_Bliss=-0.348, Synergy_Loewe=-30.4, Synergy_HSA=0.0951.